Dataset: Forward reaction prediction with 1.9M reactions from USPTO patents (1976-2016). Task: Predict the product of the given reaction. (1) Given the reactants [CH3:1][C:2]1[N:7]=[CH:6][C:5]([N:8]2[CH:12]=[C:11]([C:13]3[N:14]=[CH:15][S:16][CH:17]=3)[N:10]=[C:9]2[C:18]2[CH:23]=[CH:22][C:21]([NH:24][C:25]3[C:30]([NH2:31])=[CH:29][CH:28]=[CH:27][N:26]=3)=[CH:20][CH:19]=2)=[CH:4][CH:3]=1.[CH2:32]([O:34][C:35](OCC)(OCC)OCC)[CH3:33].C(O)(=O)CC, predict the reaction product. The product is: [CH2:32]([O:34][C:35]1[N:24]([C:21]2[CH:20]=[CH:19][C:18]([C:9]3[N:8]([C:5]4[CH:6]=[N:7][C:2]([CH3:1])=[CH:3][CH:4]=4)[CH:12]=[C:11]([C:13]4[N:14]=[CH:15][S:16][CH:17]=4)[N:10]=3)=[CH:23][CH:22]=2)[C:25]2=[N:26][CH:27]=[CH:28][CH:29]=[C:30]2[N:31]=1)[CH3:33]. (2) Given the reactants [NH2:1][C:2]1[CH:10]=[CH:9][CH:8]=[C:7]2[C:3]=1[C:4]([CH3:18])=[N:5][N:6]2[C:11]([O:13][C:14]([CH3:17])([CH3:16])[CH3:15])=[O:12].[F:19][C:20]([F:32])([F:31])[C:21]1[CH:30]=[CH:29][C:24]([CH2:25][N:26]=[C:27]=[O:28])=[CH:23][CH:22]=1, predict the reaction product. The product is: [C:11](=[O:12])([O:13][C:14]([CH3:17])([CH3:16])[CH3:15])[NH2:6].[CH3:18][C:4]1[C:3]2[C:7](=[CH:8][CH:9]=[CH:10][C:2]=2[NH:1][C:27]([NH:26][CH2:25][C:24]2[CH:23]=[CH:22][C:21]([C:20]([F:19])([F:32])[F:31])=[CH:30][CH:29]=2)=[O:28])[NH:6][N:5]=1. (3) Given the reactants C(OC(=O)[NH:7][CH:8]1[CH2:13][CH2:12][CH:11]([C:14](=[O:45])[N:15]([CH3:44])[C@@H:16]([C:28](=[O:43])[N:29]([C@@H:31]([C:39](=[O:42])[NH:40][CH3:41])[CH2:32][C:33]2[CH:38]=[CH:37][CH:36]=[CH:35][CH:34]=2)[CH3:30])[CH2:17][C:18]2[CH:27]=[CH:26][C:25]3[C:20](=[CH:21][CH:22]=[CH:23][CH:24]=3)[CH:19]=2)[CH2:10][CH2:9]1)(C)(C)C.FC(F)(F)C(O)=O.C(=O)(O)[O-].[Na+], predict the reaction product. The product is: [CH3:44][N:15]([C@@H:16]([C:28](=[O:43])[N:29]([CH3:30])[C@@H:31]([C:39](=[O:42])[NH:40][CH3:41])[CH2:32][C:33]1[CH:38]=[CH:37][CH:36]=[CH:35][CH:34]=1)[CH2:17][C:18]1[CH:27]=[CH:26][C:25]2[C:20](=[CH:21][CH:22]=[CH:23][CH:24]=2)[CH:19]=1)[C:14]([CH:11]1[CH2:12][CH2:13][CH:8]([NH2:7])[CH2:9][CH2:10]1)=[O:45]. (4) Given the reactants Cl[C:2]1[N:3]=[C:4]([N:13]2[CH2:18][CH2:17][O:16][CH2:15][C@@H:14]2[CH3:19])[C:5]2[CH2:10][O:9][C:8]([CH3:12])([CH3:11])[C:6]=2[N:7]=1.[O:20]1[CH2:23][CH:22]([NH:24][C:25]([NH:27][C:28]2[CH:33]=[CH:32][C:31](B3OC(C)(C)C(C)(C)O3)=[CH:30][CH:29]=2)=[O:26])[CH2:21]1.C([O-])([O-])=O.[Na+].[Na+].C([O-])(=O)C.[K+], predict the reaction product. The product is: [CH3:11][C:8]1([CH3:12])[C:6]2[N:7]=[C:2]([C:31]3[CH:32]=[CH:33][C:28]([NH:27][C:25]([NH:24][CH:22]4[CH2:23][O:20][CH2:21]4)=[O:26])=[CH:29][CH:30]=3)[N:3]=[C:4]([N:13]3[CH2:18][CH2:17][O:16][CH2:15][C@@H:14]3[CH3:19])[C:5]=2[CH2:10][O:9]1. (5) Given the reactants [N:1]1[CH:2]=[CH:3][N:4]2[CH:9]=[CH:8][CH:7]=[C:6]([OH:10])[C:5]=12.O1C=NN=C1C1C=CC=CC=1O[CH2:19][C:20]1[CH:34]=[CH:33][C:23]([C:24]([NH:26][C:27]2[CH:32]=[CH:31][CH:30]=[CH:29][N:28]=2)=[O:25])=[CH:22][CH:21]=1, predict the reaction product. The product is: [N:1]1[CH:2]=[CH:3][N:4]2[CH:9]=[CH:8][CH:7]=[C:6]([O:10][CH2:19][C:20]3[CH:21]=[CH:22][C:23]([C:24]([NH:26][C:27]4[CH:32]=[CH:31][CH:30]=[CH:29][N:28]=4)=[O:25])=[CH:33][CH:34]=3)[C:5]=12. (6) The product is: [ClH:17].[NH2:2][CH2:1][CH:3]([C:8]1[CH:13]=[CH:12][CH:11]=[C:10]([O:14][CH3:15])[CH:9]=1)[C:4]([O:6][CH3:7])=[O:5]. Given the reactants [C:1]([CH:3]([C:8]1[CH:13]=[CH:12][CH:11]=[C:10]([O:14][CH3:15])[CH:9]=1)[C:4]([O:6][CH3:7])=[O:5])#[N:2].C(Cl)(Cl)[Cl:17], predict the reaction product. (7) Given the reactants [CH2:1]([NH:8][C:9](=[O:19])[NH:10][C:11]1[S:12][CH:13]=[C:14]([C:16]([OH:18])=O)[N:15]=1)[C:2]1[CH:7]=[CH:6][CH:5]=[CH:4][CH:3]=1.ClN1N=C(OC)C=C(OC)N1.CN1CCOCC1.Cl.[CH2:39]([O:41][C:42](=[O:45])[CH2:43][NH2:44])[CH3:40], predict the reaction product. The product is: [CH2:39]([O:41][C:42](=[O:45])[CH2:43][NH:44][C:16]([C:14]1[N:15]=[C:11]([NH:10][C:9]([NH:8][CH2:1][C:2]2[CH:3]=[CH:4][CH:5]=[CH:6][CH:7]=2)=[O:19])[S:12][CH:13]=1)=[O:18])[CH3:40]. (8) Given the reactants N([O-])=O.[Na+].[Cl:5][C:6]1[C:11]([CH3:12])=[CH:10][CH:9]=[C:8]([F:13])[C:7]=1N.C(OCC)C.[ClH:20], predict the reaction product. The product is: [Cl:20][C:7]1[C:6]([Cl:5])=[C:11]([CH3:12])[CH:10]=[CH:9][C:8]=1[F:13]. (9) The product is: [NH2:10][C:5]1[C:6](=[O:8])[NH:7][C:2]([Br:1])=[CH:3][CH:4]=1. Given the reactants [Br:1][C:2]1[N:7]=[C:6]([O:8]C)[C:5]([NH2:10])=[CH:4][CH:3]=1, predict the reaction product.